Dataset: Full USPTO retrosynthesis dataset with 1.9M reactions from patents (1976-2016). Task: Predict the reactants needed to synthesize the given product. Given the product [Cl:1][C:2]1[CH:7]=[CH:6][C:5]([CH2:8][N:9]2[CH2:10][CH2:11][NH:12][CH2:13][CH2:14]2)=[C:4]([C:22]([N:24]2[CH2:25][CH2:26][O:27][CH2:28][CH2:29]2)=[O:23])[CH:3]=1, predict the reactants needed to synthesize it. The reactants are: [Cl:1][C:2]1[CH:7]=[CH:6][C:5]([CH2:8][N:9]2[CH2:14][CH2:13][N:12](C(OC(C)(C)C)=O)[CH2:11][CH2:10]2)=[C:4]([C:22]([N:24]2[CH2:29][CH2:28][O:27][CH2:26][CH2:25]2)=[O:23])[CH:3]=1.FC(F)(F)C(O)=O.